Task: Regression. Given a peptide amino acid sequence and an MHC pseudo amino acid sequence, predict their binding affinity value. This is MHC class II binding data.. Dataset: Peptide-MHC class II binding affinity with 134,281 pairs from IEDB (1) The peptide sequence is TLWQRPFVTIKIGGQLKEAL. The MHC is DRB1_0701 with pseudo-sequence DRB1_0701. The binding affinity (normalized) is 0.349. (2) The peptide sequence is GAVFLGFLGAAGSTMG. The MHC is HLA-DQA10501-DQB10201 with pseudo-sequence HLA-DQA10501-DQB10201. The binding affinity (normalized) is 0.380.